From a dataset of Full USPTO retrosynthesis dataset with 1.9M reactions from patents (1976-2016). Predict the reactants needed to synthesize the given product. (1) Given the product [OH:18][CH2:17][C:16]1[C:15](=[O:14])[NH:23][CH:22]=[CH:21][CH:20]=1, predict the reactants needed to synthesize it. The reactants are: C[Si](C)(C)[Si](C)(C)C.Cl[Si](C)(C)C.[OH:14][C:15]1[N:23]=[CH:22][CH:21]=[CH:20][C:16]=1[C:17](O)=[O:18].[H-].C([Al+]CC(C)C)C(C)C.Cl. (2) The reactants are: [Cl:1][C:2]1[N:10]=[C:9]2[C:5]([N:6]=[CH:7][N:8]2[CH:11]([CH3:13])[CH3:12])=[C:4](Cl)[N:3]=1.[C:22]1(N[C:22]2[CH:27]=[CH:26][CH:25]=[CH:24][CH:23]=2)[CH:27]=[CH:26][CH:25]=[CH:24][CH:23]=1.CC[N:30]([CH2:33][CH3:34])CC. Given the product [CH:33]([NH:30][C:4]1[N:3]=[C:2]([Cl:1])[N:10]=[C:9]2[C:5]=1[N:6]=[CH:7][N:8]2[CH:11]([CH3:13])[CH3:12])([C:22]1[CH:23]=[CH:24][CH:25]=[CH:26][CH:27]=1)[C:34]1[CH:26]=[CH:27][CH:22]=[CH:23][CH:24]=1, predict the reactants needed to synthesize it. (3) Given the product [CH2:14]([O:13][C:3]1[N:4]=[C:5]2[CH:12]=[CH:11][CH:10]=[CH:9][N:6]2[C:7](=[O:8])[C:2]=1[C:37]1[CH:38]=[CH:39][C:34]([Cl:33])=[CH:35][CH:36]=1)[CH2:15][CH3:16], predict the reactants needed to synthesize it. The reactants are: Br[C:2]1[C:7](=[O:8])[N:6]2[CH:9]=[CH:10][CH:11]=[CH:12][C:5]2=[N:4][C:3]=1[O:13][CH2:14][CH2:15][CH3:16].BrC1C(=O)N2C=CC=CC2=NC=1CCCC.[Cl:33][C:34]1[CH:39]=[CH:38][C:37](B(O)O)=[CH:36][CH:35]=1.COC1C=CC(B(O)O)=CC=1. (4) Given the product [F:1][C:2]1[CH:3]=[CH:4][C:5]([CH2:6][N:7]2[C:19](=[O:20])[C:18]3[C:17]([OH:21])=[C:16]4[C:11]([CH:12]=[CH:13][CH:14]=[N:15]4)=[C:10]([O:32][CH3:33])[C:9]=3[CH:8]2[OH:34])=[CH:35][CH:36]=1, predict the reactants needed to synthesize it. The reactants are: [F:1][C:2]1[CH:36]=[CH:35][C:5]([CH2:6][N:7]2[C:19](=[O:20])[C:18]3[C:17]([O:21][Si](C(C)C)(C(C)C)C(C)C)=[C:16]4[C:11]([CH:12]=[CH:13][CH:14]=[N:15]4)=[C:10]([O:32][CH3:33])[C:9]=3[C:8]2=[O:34])=[CH:4][CH:3]=1.CO.[BH4-].[Na+]. (5) Given the product [CH2:1]([O:3][C:4](=[O:13])[CH2:5][CH:6]([CH2:11][N:24]1[CH2:25][CH2:26][O:27][C@H:22]([C:18]2[CH:19]=[CH:20][CH:21]=[C:16]([C:15]([F:28])([F:29])[F:14])[CH:17]=2)[CH2:23]1)[C:7]([F:10])([F:9])[F:8])[CH3:2], predict the reactants needed to synthesize it. The reactants are: [CH2:1]([O:3][C:4](=[O:13])[CH2:5][CH:6]([CH:11]=O)[C:7]([F:10])([F:9])[F:8])[CH3:2].[F:14][C:15]([F:29])([F:28])[C:16]1[CH:17]=[C:18]([C@H:22]2[O:27][CH2:26][CH2:25][NH:24][CH2:23]2)[CH:19]=[CH:20][CH:21]=1.FC(F)(F)C1C=C([C@@H]2CO2)C=CC=1.C(O)(=O)C.C(O[BH-](OC(=O)C)OC(=O)C)(=O)C.[Na+]. (6) Given the product [CH2:1]([O:3][C:4](=[O:30])[CH:5]([CH3:29])[CH2:6][CH:7]([NH:21][C:22]([O:24][C:25]([CH3:28])([CH3:27])[CH3:26])=[O:23])[CH2:8][C:9]1[CH:14]=[CH:13][C:12]([C:15]2[CH:20]=[CH:19][CH:18]=[CH:17][CH:16]=2)=[CH:11][CH:10]=1)[CH3:2], predict the reactants needed to synthesize it. The reactants are: [CH2:1]([O:3][C:4](=[O:30])[C:5](=[CH2:29])[CH2:6][C@H:7]([NH:21][C:22]([O:24][C:25]([CH3:28])([CH3:27])[CH3:26])=[O:23])[CH2:8][C:9]1[CH:14]=[CH:13][C:12]([C:15]2[CH:20]=[CH:19][CH:18]=[CH:17][CH:16]=2)=[CH:11][CH:10]=1)[CH3:2].C(O)C.[H][H].